Dataset: Catalyst prediction with 721,799 reactions and 888 catalyst types from USPTO. Task: Predict which catalyst facilitates the given reaction. (1) Reactant: Br[CH2:2][C:3]([N:5]([CH2:10][C:11]([N:13]([CH2:18][CH2:19][C:20]([O:22][CH2:23][C:24]1[CH:29]=[CH:28][CH:27]=[CH:26][CH:25]=1)=[O:21])[CH2:14][CH2:15][O:16][CH3:17])=[O:12])[CH2:6][CH2:7][O:8][CH3:9])=[O:4].CCN(CC)CC.[CH3:37][O:38][CH2:39][CH2:40][NH2:41]. Product: [CH3:9][O:8][CH2:7][CH2:6][N:5]([CH2:10][C:11](=[O:12])[N:13]([CH2:14][CH2:15][O:16][CH3:17])[CH2:18][CH2:19][C:20]([O:22][CH2:23][C:24]1[CH:29]=[CH:28][CH:27]=[CH:26][CH:25]=1)=[O:21])[C:3](=[O:4])[CH2:2][NH:41][CH2:40][CH2:39][O:38][CH3:37]. The catalyst class is: 49. (2) Reactant: C([O-])([O-])=O.[Na+].[Na+].[CH3:7][O:8][C:9]1[CH:14]=[CH:13][C:12]([OH:15])=[CH:11][CH:10]=1.[Cl:16][C:17]1[CH:18]=[CH:19][C:20](F)=[C:21]([CH:24]=1)[CH:22]=[O:23].C(Cl)Cl. Product: [Cl:16][C:17]1[CH:18]=[CH:19][C:20]([O:15][C:12]2[CH:13]=[CH:14][C:9]([O:8][CH3:7])=[CH:10][CH:11]=2)=[C:21]([CH:24]=1)[CH:22]=[O:23]. The catalyst class is: 395. (3) Reactant: [F:1][C:2]([F:15])([C:7]1[CH:14]=[CH:13][C:10]([C:11]#N)=[CH:9][CH:8]=1)[C:3]([F:6])([F:5])[F:4].[OH-:16].[K+].[OH2:18]. Product: [F:1][C:2]([F:15])([C:7]1[CH:14]=[CH:13][C:10]([C:11]([OH:18])=[O:16])=[CH:9][CH:8]=1)[C:3]([F:6])([F:5])[F:4]. The catalyst class is: 8. (4) Product: [N+:1]([C:4]1[C:5]([NH2:14])=[CH:6][C:7]2[CH2:8][CH2:9][CH2:10][CH2:11][C:12]=2[CH:13]=1)([O-:3])=[O:2]. Reactant: [N+:1]([C:4]1[C:5]([NH:14]C(=O)C)=[CH:6][C:7]2[CH2:8][CH2:9][CH2:10][CH2:11][C:12]=2[CH:13]=1)([O-:3])=[O:2].N. The catalyst class is: 126. (5) Reactant: [CH3:1][O:2][C:3](=[O:15])[C:4]1[CH:9]=[CH:8][CH:7]=[C:6](N)[C:5]=1[C:11]([O:13][CH3:14])=[O:12].Cl.N([O-])=O.[Na+].C(=O)([O-])[O-].[Na+].[Na+].[C:27]([Cu])#[N:28].[C-]#N.[K+]. Product: [CH3:1][O:2][C:3](=[O:15])[C:4]1[CH:9]=[CH:8][CH:7]=[C:6]([C:27]#[N:28])[C:5]=1[C:11]([O:13][CH3:14])=[O:12]. The catalyst class is: 6. (6) Reactant: [C:1]([O:5][C:6]([N:8]1[C:12]2[CH:13]=[CH:14][CH:15]=[CH:16][C:11]=2[N:10]=[C:9]1[CH2:17][CH2:18][CH2:19][OH:20])=[O:7])([CH3:4])([CH3:3])[CH3:2].CC(OI1(OC(C)=O)(OC(C)=O)OC(=O)C2C=CC=CC1=2)=O. Product: [C:1]([O:5][C:6]([N:8]1[C:12]2[CH:13]=[CH:14][CH:15]=[CH:16][C:11]=2[N:10]=[C:9]1[CH2:17][CH2:18][CH:19]=[O:20])=[O:7])([CH3:4])([CH3:3])[CH3:2]. The catalyst class is: 124. (7) Reactant: [CH2:1]([O:3][C:4](=[O:11])[C:5](=O)[CH2:6][C:7](=O)[CH3:8])[CH3:2].[Cl:12][C:13]1[CH:18]=[CH:17][CH:16]=[C:15]([Cl:19])[C:14]=1[NH:20][NH2:21].C(O)(=O)C. Product: [CH2:1]([O:3][C:4]([C:5]1[CH:6]=[C:7]([CH3:8])[N:20]([C:14]2[C:13]([Cl:12])=[CH:18][CH:17]=[CH:16][C:15]=2[Cl:19])[N:21]=1)=[O:11])[CH3:2]. The catalyst class is: 8. (8) Reactant: Cl[C:2]1[N:7]=[CH:6][N:5]=[C:4]2[NH:8][N:9]=[CH:10][C:3]=12.C(N(CC)CC)C.[C:18]([NH:25][CH:26]1[CH2:31][CH2:30][NH:29][CH2:28][CH2:27]1)([O:20][C:21]([CH3:24])([CH3:23])[CH3:22])=[O:19]. Product: [C:21]([O:20][C:18](=[O:19])[NH:25][CH:26]1[CH2:31][CH2:30][N:29]([C:2]2[N:7]=[CH:6][N:5]=[C:4]3[NH:8][N:9]=[CH:10][C:3]=23)[CH2:28][CH2:27]1)([CH3:24])([CH3:22])[CH3:23]. The catalyst class is: 8. (9) Reactant: [C:1](Cl)(=[O:5])[C:2](Cl)=[O:3].[CH3:7][O:8][C:9]1[CH:10]=[C:11]([NH:15][C:16]2[C:17]([NH2:26])=[C:18]3[C:23](=[CH:24][CH:25]=2)[CH:22]=[CH:21][CH:20]=[CH:19]3)[CH:12]=[CH:13][CH:14]=1.C(=O)([O-])O.[Na+]. Product: [CH3:7][O:8][C:9]1[CH:10]=[C:11]([N:15]2[C:16]3[CH:25]=[CH:24][C:23]4[CH:22]=[CH:21][CH:20]=[CH:19][C:18]=4[C:17]=3[NH:26][C:2](=[O:3])[C:1]2=[O:5])[CH:12]=[CH:13][CH:14]=1. The catalyst class is: 7.